This data is from Forward reaction prediction with 1.9M reactions from USPTO patents (1976-2016). The task is: Predict the product of the given reaction. (1) Given the reactants [Br:1][C:2]1[N:7]=[CH:6][C:5]2[N:8]=[C:9]([CH2:14][OH:15])[N:10]([CH:11]([CH3:13])[CH3:12])[C:4]=2[CH:3]=1.[H-].[Na+].Br[CH2:19][CH2:20][O:21][CH:22]1[CH2:27][CH2:26][CH2:25][CH2:24][O:23]1, predict the reaction product. The product is: [Br:1][C:2]1[N:7]=[CH:6][C:5]2[N:8]=[C:9]([CH2:14][O:15][CH2:19][CH2:20][O:21][CH:22]3[CH2:27][CH2:26][CH2:25][CH2:24][O:23]3)[N:10]([CH:11]([CH3:12])[CH3:13])[C:4]=2[CH:3]=1. (2) Given the reactants [N:1]1([S:11]([C:14]2[CH:15]=[C:16]3[C:20](=[CH:21][CH:22]=2)[NH:19][C:18](=[O:23])[CH2:17]3)(=[O:13])=[O:12])[C:10]2[C:5](=[CH:6][CH:7]=[CH:8][CH:9]=2)[CH2:4][CH2:3][CH2:2]1.[O:24]=[C:25]1[C:30]2=[CH:31][NH:32][C:33]([CH:34]=O)=[C:29]2[CH2:28][CH2:27][O:26]1, predict the reaction product. The product is: [N:1]1([S:11]([C:14]2[CH:15]=[C:16]3[C:20](=[CH:21][CH:22]=2)[NH:19][C:18](=[O:23])[C:17]3=[CH:34][C:33]2[NH:32][CH:31]=[C:30]3[C:25](=[O:24])[O:26][CH2:27][CH2:28][C:29]=23)(=[O:13])=[O:12])[C:10]2[C:5](=[CH:6][CH:7]=[CH:8][CH:9]=2)[CH2:4][CH2:3][CH2:2]1. (3) Given the reactants [NH2:1][C:2]1[S:3][C:4]([C:11]2[CH:16]=[CH:15][C:14]([Cl:17])=[CH:13][CH:12]=2)=[C:5]([CH3:10])[C:6]=1[C:7]([NH2:9])=[O:8].ClC(Cl)(Cl)[C:20]([N:22]=C=O)=[O:21].N, predict the reaction product. The product is: [NH2:22][C:20]([NH:1][C:2]1[S:3][C:4]([C:11]2[CH:16]=[CH:15][C:14]([Cl:17])=[CH:13][CH:12]=2)=[C:5]([CH3:10])[C:6]=1[C:7]([NH2:9])=[O:8])=[O:21]. (4) Given the reactants [Cl:1][C:2]1[CH:7]=[CH:6][C:5]([N:8]2[CH:12]=[C:11]([CH:13]=[O:14])[CH:10]=[N:9]2)=[CH:4][CH:3]=1.CC(C)=[O:17].OS(O)(=O)=O.O=[Cr](=O)=O, predict the reaction product. The product is: [Cl:1][C:2]1[CH:3]=[CH:4][C:5]([N:8]2[CH:12]=[C:11]([C:13]([OH:17])=[O:14])[CH:10]=[N:9]2)=[CH:6][CH:7]=1. (5) Given the reactants CC1N=C(N2CCN(C3C=CC=CC=3)C2=O)SC=1C(OCC)=O.[NH:24]1[C:32]2[C:27](=[CH:28][CH:29]=[CH:30][CH:31]=2)[C:26]([CH2:33][CH2:34][N:35]2[CH2:39][CH2:38][N:37]([C:40]3[S:41][C:42]([C:46]([O:48]CC)=[O:47])=[C:43]([CH3:45])[N:44]=3)[C:36]2=[O:51])=[CH:25]1, predict the reaction product. The product is: [NH:24]1[C:32]2[C:27](=[CH:28][CH:29]=[CH:30][CH:31]=2)[C:26]([CH2:33][CH2:34][N:35]2[CH2:39][CH2:38][N:37]([C:40]3[S:41][C:42]([C:46]([OH:48])=[O:47])=[C:43]([CH3:45])[N:44]=3)[C:36]2=[O:51])=[CH:25]1. (6) Given the reactants [CH:1]1([C:4]2[CH:5]=[C:6]([CH2:14][OH:15])[CH:7]=[C:8]([O:11][CH2:12][CH3:13])[C:9]=2[I:10])[CH2:3][CH2:2]1.C(N(CC)CC)C.CS(C)=O, predict the reaction product. The product is: [CH:1]1([C:4]2[CH:5]=[C:6]([CH:7]=[C:8]([O:11][CH2:12][CH3:13])[C:9]=2[I:10])[CH:14]=[O:15])[CH2:2][CH2:3]1. (7) The product is: [Cl:44][C:35]1[CH:36]=[CH:37][C:38]([C:40]([F:41])([F:42])[F:43])=[CH:39][C:34]=1[C:33]([NH:32][C@H:29]1[CH2:30][CH2:31][C@H:26]([CH2:25][N:1]2[CH:5]=[CH:4][C:3]([N:6]3[CH2:10][CH2:9][NH:8][C:7]3=[O:11])=[N:2]2)[CH2:27][CH2:28]1)=[O:45]. Given the reactants [NH:1]1[CH:5]=[CH:4][C:3]([N:6]2[CH2:10][CH2:9][NH:8][C:7]2=[O:11])=[N:2]1.[H-].[Na+].CC1C=CC(S(O[CH2:25][C@H:26]2[CH2:31][CH2:30][C@H:29]([NH:32][C:33](=[O:45])[C:34]3[CH:39]=[C:38]([C:40]([F:43])([F:42])[F:41])[CH:37]=[CH:36][C:35]=3[Cl:44])[CH2:28][CH2:27]2)(=O)=O)=CC=1, predict the reaction product. (8) Given the reactants [C:1]([O:5][C:6]([N:8]1[CH:13]2[CH2:14][CH2:15][CH:9]1[CH2:10][NH:11][CH2:12]2)=[O:7])([CH3:4])([CH3:3])[CH3:2].Cl[C:17]1[CH:26]=[CH:25][C:24]2[C:19](=[CH:20][CH:21]=[C:22]([N+:27]([O-:29])=[O:28])[CH:23]=2)[N:18]=1, predict the reaction product. The product is: [C:1]([O:5][C:6]([N:8]1[CH:9]2[CH2:15][CH2:14][CH:13]1[CH2:12][N:11]([C:17]1[CH:26]=[CH:25][C:24]3[C:19](=[CH:20][CH:21]=[C:22]([N+:27]([O-:29])=[O:28])[CH:23]=3)[N:18]=1)[CH2:10]2)=[O:7])([CH3:4])([CH3:2])[CH3:3].